Dataset: Peptide-MHC class I binding affinity with 185,985 pairs from IEDB/IMGT. Task: Regression. Given a peptide amino acid sequence and an MHC pseudo amino acid sequence, predict their binding affinity value. This is MHC class I binding data. (1) The peptide sequence is GHQAAMQML. The MHC is HLA-B18:01 with pseudo-sequence HLA-B18:01. The binding affinity (normalized) is 0. (2) The peptide sequence is PRRIRQGL. The MHC is Mamu-A07 with pseudo-sequence Mamu-A07. The binding affinity (normalized) is 0. (3) The peptide sequence is YTSFPWLLG. The MHC is Patr-A0301 with pseudo-sequence Patr-A0301. The binding affinity (normalized) is 0.103. (4) The peptide sequence is EKTKTDFGFY. The MHC is HLA-A30:02 with pseudo-sequence HLA-A30:02. The binding affinity (normalized) is 0.722. (5) The binding affinity (normalized) is 0.351. The MHC is HLA-B51:01 with pseudo-sequence HLA-B51:01. The peptide sequence is SPPITWPLL. (6) The peptide sequence is FKYDSTKPL. The MHC is HLA-B18:01 with pseudo-sequence HLA-B18:01. The binding affinity (normalized) is 0.0847. (7) The peptide sequence is SSLRYGNVL. The MHC is HLA-A68:02 with pseudo-sequence HLA-A68:02. The binding affinity (normalized) is 0.0847.